This data is from Full USPTO retrosynthesis dataset with 1.9M reactions from patents (1976-2016). The task is: Predict the reactants needed to synthesize the given product. (1) The reactants are: C([O:3][C:4](=O)/[CH:5]=[CH:6]/[C:7]1[CH:12]=[CH:11][C:10]([C:13]([F:16])([F:15])[F:14])=[CH:9][CH:8]=1)C.[H-].C([Al+]CC(C)C)C(C)C.O.[OH-].[Na+]. Given the product [F:14][C:13]([F:15])([F:16])[C:10]1[CH:9]=[CH:8][C:7](/[CH:6]=[CH:5]/[CH2:4][OH:3])=[CH:12][CH:11]=1, predict the reactants needed to synthesize it. (2) Given the product [CH2:22]([CH:17]([CH2:18][CH2:19][CH2:20][CH3:21])[CH2:16][CH2:15][C:9]1[C:8]2[S:24][CH:25]=[CH:26][C:7]=2[C:6]([CH2:5][CH2:4][CH:3]([CH2:1][CH3:2])[CH2:27][CH2:28][CH2:29][CH3:30])=[C:14]2[S:13][CH:12]=[CH:11][C:10]=12)[CH3:23], predict the reactants needed to synthesize it. The reactants are: [CH2:1]([CH:3]([CH2:27][CH2:28][CH2:29][CH3:30])[C:4]#[C:5][C:6]1[C:14]2[S:13][CH:12]=[CH:11][C:10]=2[C:9]([C:15]#[C:16][CH:17]([CH2:22][CH3:23])[CH2:18][CH2:19][CH2:20][CH3:21])=[C:8]2[S:24][CH:25]=[CH:26][C:7]=12)[CH3:2]. (3) Given the product [F:32][C:31]([F:34])([F:33])[C:29]([OH:35])=[O:30].[Br:1][C:2]1[N:3]=[C:4]2[NH:15][C:10](=[O:11])[CH2:9][NH:8][C:5]2=[N:6][CH:7]=1, predict the reactants needed to synthesize it. The reactants are: [Br:1][C:2]1[N:3]=[C:4]([NH:15]CC2C=CC(OC)=CC=2OC)[C:5]([NH:8][CH2:9][C:10](OCC)=[O:11])=[N:6][CH:7]=1.CO.[C:29]([OH:35])([C:31]([F:34])([F:33])[F:32])=[O:30]. (4) Given the product [NH2:2][C:17]1([C:21]#[N:3])[CH2:18][CH2:19][N:14]([S:11]([C:7]2[CH:8]=[CH:9][CH:10]=[C:5]([Cl:4])[CH:6]=2)(=[O:13])=[O:12])[CH2:15][CH2:16]1, predict the reactants needed to synthesize it. The reactants are: [Cl-].[NH4+:2].[NH3:3].[Cl:4][C:5]1[CH:6]=[C:7]([S:11]([N:14]2[CH2:19][CH2:18][C:17](=O)[CH2:16][CH2:15]2)(=[O:13])=[O:12])[CH:8]=[CH:9][CH:10]=1.[C-:21]#N.[Na+]. (5) Given the product [OH:8][C:9]1[CH:14]=[CH:13][C:12]([C@@H:15]([N:17]([C:23]([O:25][C:26]2[CH:31]=[CH:30][CH:29]=[C:28]([O:32][CH3:33])[CH:27]=2)=[O:24])[CH2:18][C:19]([O:21][CH3:22])=[O:20])[CH3:16])=[CH:11][CH:10]=1, predict the reactants needed to synthesize it. The reactants are: [Si]([O:8][C:9]1[CH:14]=[CH:13][C:12]([C@@H:15]([N:17]([C:23]([O:25][C:26]2[CH:31]=[CH:30][CH:29]=[C:28]([O:32][CH3:33])[CH:27]=2)=[O:24])[CH2:18][C:19]([O:21][CH3:22])=[O:20])[CH3:16])=[CH:11][CH:10]=1)(C(C)(C)C)(C)C.[N+](CCCC)(CCCC)(CCCC)CCCC.[F-]. (6) Given the product [C:37]([C:36]([C:35]#[N:39])=[C:2]1[C:5](=[O:6])[C:4]([O-:7])=[C:3]1[CH:8]=[C:9]1[C:17]([CH3:19])([CH3:18])[C:16]2[C:11](=[CH:12][CH:13]=[CH:14][CH:15]=2)[N:10]1[CH2:20][CH2:21][CH2:22][CH2:23][CH2:24][C:25]([OH:27])=[O:26])#[N:38].[CH2:28]([NH+:30]([CH2:33][CH3:34])[CH2:31][CH3:32])[CH3:29], predict the reactants needed to synthesize it. The reactants are: O=[C:2]1[C:5](=[O:6])[C:4]([O-:7])=[C:3]1[CH:8]=[C:9]1[C:17]([CH3:19])([CH3:18])[C:16]2[C:11](=[CH:12][CH:13]=[CH:14][CH:15]=2)[N:10]1[CH2:20][CH2:21][CH2:22][CH2:23][CH2:24][C:25]([OH:27])=[O:26].[CH2:28]([NH+:30]([CH2:33][CH3:34])[CH2:31][CH3:32])[CH3:29].[C:35](#[N:39])[CH2:36][C:37]#[N:38]. (7) Given the product [C:10]([C:5]12[CH2:4][CH2:3][C:2]([NH:1][CH2:20][C:21]([N:23]3[CH2:27][C@@H:26]([F:28])[CH2:25][C@H:24]3[C:29]#[N:30])=[O:22])([CH2:9][CH2:8]1)[CH2:7][CH2:6]2)(=[O:11])[NH2:12], predict the reactants needed to synthesize it. The reactants are: [NH2:1][C:2]12[CH2:9][CH2:8][C:5]([C:10]([NH2:12])=[O:11])([CH2:6][CH2:7]1)[CH2:4][CH2:3]2.C(=O)([O-])[O-].[K+].[K+].Br[CH2:20][C:21]([N:23]1[CH2:27][C@@H:26]([F:28])[CH2:25][C@H:24]1[C:29]#[N:30])=[O:22]. (8) Given the product [N:5]1[C:14]2[C:9](=[CH:10][CH:11]=[CH:12][CH:13]=2)[CH:8]=[CH:7][C:6]=1[C:15]([Cl:3])=[O:17], predict the reactants needed to synthesize it. The reactants are: S(Cl)([Cl:3])=O.[N:5]1[C:14]2[C:9](=[CH:10][CH:11]=[CH:12][CH:13]=2)[CH:8]=[CH:7][C:6]=1[C:15]([OH:17])=O.